From a dataset of Full USPTO retrosynthesis dataset with 1.9M reactions from patents (1976-2016). Predict the reactants needed to synthesize the given product. (1) Given the product [Cl:19][Ti:20]([Cl:31])([C:21]1([CH3:30])[C:22]([CH3:29])=[C:23]([CH3:28])[C:24]([CH3:27])=[C:25]1[CH3:26])[O:16][C:5]1[C:6]([C:10]2[CH:15]=[CH:14][CH:13]=[CH:12][CH:11]=2)=[CH:7][CH:8]=[CH:9][C:4]=1[CH:1]([CH3:3])[CH3:2], predict the reactants needed to synthesize it. The reactants are: [CH:1]([C:4]1[CH:9]=[CH:8][CH:7]=[C:6]([C:10]2[CH:15]=[CH:14][CH:13]=[CH:12][CH:11]=2)[C:5]=1[OH:16])([CH3:3])[CH3:2].[H-].[Na+].[Cl:19][Ti:20](Cl)([Cl:31])[C:21]1([CH3:30])[C:25]([CH3:26])=[C:24]([CH3:27])[C:23]([CH3:28])=[C:22]1[CH3:29]. (2) Given the product [CH3:27][O:26][C:24](=[O:25])[C:23]1[CH:28]=[CH:29][C:20]([NH:19][C:2]2[N:7]=[C:6]([NH:8][C:9]3[CH:14]=[CH:13][C:12]([C:15]([F:18])([F:17])[F:16])=[CH:11][CH:10]=3)[CH:5]=[CH:4][N:3]=2)=[CH:21][CH:22]=1, predict the reactants needed to synthesize it. The reactants are: Cl[C:2]1[N:7]=[C:6]([NH:8][C:9]2[CH:14]=[CH:13][C:12]([C:15]([F:18])([F:17])[F:16])=[CH:11][CH:10]=2)[CH:5]=[CH:4][N:3]=1.[NH2:19][C:20]1[CH:29]=[CH:28][C:23]([C:24]([O:26][CH3:27])=[O:25])=[CH:22][CH:21]=1. (3) Given the product [F:34][C:30]1[CH:29]=[C:28]([N:15]([CH2:14][CH:9]([OH:8])[C:10]([F:11])([F:12])[F:13])[C:16](=[O:27])[C:17]2[CH:22]=[CH:21][CH:20]=[C:19]([C:23]([F:26])([F:25])[F:24])[CH:18]=2)[CH:33]=[CH:32][CH:31]=1, predict the reactants needed to synthesize it. The reactants are: FC(F)(F)C1C=C(C=CC=1)C([O:8][CH:9]([CH2:14][N:15]([C:28]1[CH:33]=[CH:32][CH:31]=[C:30]([F:34])[CH:29]=1)[C:16](=[O:27])[C:17]1[CH:22]=[CH:21][CH:20]=[C:19]([C:23]([F:26])([F:25])[F:24])[CH:18]=1)[C:10]([F:13])([F:12])[F:11])=O.N. (4) Given the product [O:8]1[C:12]2[CH:13]=[CH:14][CH:15]=[CH:16][C:11]=2[N:10]=[C:9]1[S:17][CH2:18][CH2:19][N:20]1[CH2:25][CH2:24][N:23]([CH2:26][C:27]([NH:29][C:30]2[C:35]([CH:36]([CH3:37])[CH3:38])=[CH:34][C:33]([O:39][S:44]([CH3:43])(=[O:46])=[O:45])=[CH:32][C:31]=2[CH:40]([CH3:42])[CH3:41])=[O:28])[CH2:22][CH2:21]1, predict the reactants needed to synthesize it. The reactants are: C(N(CC)CC)C.[O:8]1[C:12]2[CH:13]=[CH:14][CH:15]=[CH:16][C:11]=2[N:10]=[C:9]1[S:17][CH2:18][CH2:19][N:20]1[CH2:25][CH2:24][N:23]([CH2:26][C:27]([NH:29][C:30]2[C:35]([CH:36]([CH3:38])[CH3:37])=[CH:34][C:33]([OH:39])=[CH:32][C:31]=2[CH:40]([CH3:42])[CH3:41])=[O:28])[CH2:22][CH2:21]1.[CH3:43][S:44](Cl)(=[O:46])=[O:45]. (5) The reactants are: [NH2:1][C:2]1[N:6]2[CH:7]=[C:8]([C:13]3[CH:18]=[CH:17][C:16]([Cl:19])=[CH:15][C:14]=3[Cl:20])[C:9]([C:11]#[N:12])=[CH:10][C:5]2=[N:4][CH:3]=1. Given the product [NH2:12][CH2:11][C:9]1[C:8]([C:13]2[CH:18]=[CH:17][C:16]([Cl:19])=[CH:15][C:14]=2[Cl:20])=[CH:7][N:6]2[C:2]([NH2:1])=[CH:3][N:4]=[C:5]2[CH:10]=1, predict the reactants needed to synthesize it. (6) Given the product [Cl:1][C:2]1[CH:3]=[CH:4][C:5]([C:8]2[CH:9]=[CH:10][C:11]([S:14]([O:17][CH2:18][C:19]([OH:21])=[O:20])(=[O:16])=[O:15])=[CH:12][CH:13]=2)=[CH:6][CH:7]=1, predict the reactants needed to synthesize it. The reactants are: [Cl:1][C:2]1[CH:7]=[CH:6][C:5]([C:8]2[CH:13]=[CH:12][C:11]([S:14]([O:17][CH2:18][C:19]([O:21]CC)=[O:20])(=[O:16])=[O:15])=[CH:10][CH:9]=2)=[CH:4][CH:3]=1.[OH-].[Na+]. (7) Given the product [CH3:3][CH:2]([C:4]1[CH:5]=[C:6]([C:10]([NH:13][C:14]([N:16]2[CH:22]3[CH2:21][CH2:20][N:19]([CH2:24][CH2:23]3)[CH2:18][CH2:17]2)=[O:15])([CH3:12])[CH3:11])[CH:7]=[CH:8][CH:9]=1)[CH3:1], predict the reactants needed to synthesize it. The reactants are: [CH2:1]=[C:2]([C:4]1[CH:5]=[C:6]([C:10]([NH:13][C:14]([N:16]2[CH:22]3[CH2:23][CH2:24][N:19]([CH2:20][CH2:21]3)[CH2:18][CH2:17]2)=[O:15])([CH3:12])[CH3:11])[CH:7]=[CH:8][CH:9]=1)[CH3:3]. (8) Given the product [CH2:12]([S:15]([C:17]1[N:22]=[C:21]([C:23]2[S:24][C:25]3[CH:33]=[CH:32][CH:31]=[CH:30][C:26]=3[C:27](=[O:29])[N:28]=2)[CH:20]=[CH:19][CH:18]=1)(=[O:9])=[O:16])[CH2:13][CH3:14], predict the reactants needed to synthesize it. The reactants are: ClC1C=CC=C(C(OO)=[O:9])C=1.[CH2:12]([S:15]([C:17]1[N:22]=[C:21]([C:23]2[S:24][C:25]3[CH:33]=[CH:32][CH:31]=[CH:30][C:26]=3[C:27](=[O:29])[N:28]=2)[CH:20]=[CH:19][CH:18]=1)=[O:16])[CH2:13][CH3:14]. (9) Given the product [C:16]([O:20][C:21]([N:7]1[C:8]2=[N:9][CH:10]=[C:11]([C:14]#[N:15])[CH:12]=[C:13]2[C:5]([CH2:4][N:2]([CH3:1])[CH3:3])=[CH:6]1)=[O:22])([CH3:19])([CH3:18])[CH3:17], predict the reactants needed to synthesize it. The reactants are: [CH3:1][N:2]([CH2:4][C:5]1[C:13]2[C:8](=[N:9][CH:10]=[C:11]([C:14]#[N:15])[CH:12]=2)[NH:7][CH:6]=1)[CH3:3].[C:16]([O:20][C:21](O[C:21]([O:20][C:16]([CH3:19])([CH3:18])[CH3:17])=[O:22])=[O:22])([CH3:19])([CH3:18])[CH3:17].C(N(CC)CC)C.